Predict the reactants needed to synthesize the given product. From a dataset of Full USPTO retrosynthesis dataset with 1.9M reactions from patents (1976-2016). (1) The reactants are: OC1C2C(=C(C)C(OC)=CC=2)N=C(C2SC=C(C(C)C)N=2)C=1.[CH:23]([C:26]1[N:27]=[C:28]([C:31]2[CH:40]=[C:39]([O:41][CH:42]3[CH2:59][CH:58]4[CH:44]([C:45](=[O:65])[N:46]([CH3:64])[CH2:47][CH2:48][CH2:49][CH2:50][CH:51]=[CH:52][CH:53]5[C:55]([C:61]([OH:63])=[O:62])([NH:56][C:57]4=[O:60])[CH2:54]5)[CH2:43]3)[C:38]3[C:33](=[C:34]([CH3:68])[C:35]([O:66][CH3:67])=[CH:36][CH:37]=3)[N:32]=2)[S:29][CH:30]=1)([CH3:25])[CH3:24]. Given the product [CH:23]([C:26]1[N:27]=[C:28]([C:31]2[CH:40]=[C:39]([O:41][CH:42]3[CH2:59][CH:58]4[CH:44]([C:45](=[O:65])[NH:46][CH2:64][CH2:47][CH2:48][CH2:49][CH2:50][CH:51]=[CH:52][CH:53]5[C:55]([C:61]([OH:63])=[O:62])([NH:56][C:57]4=[O:60])[CH2:54]5)[CH2:43]3)[C:38]3[C:33](=[C:34]([CH3:68])[C:35]([O:66][CH3:67])=[CH:36][CH:37]=3)[N:32]=2)[S:29][CH:30]=1)([CH3:25])[CH3:24], predict the reactants needed to synthesize it. (2) Given the product [NH2:8][C:7]1[CH:6]=[CH:5][N:4]=[CH:3][C:2]=1[NH:1][CH:19]1[CH2:18][CH2:17][N:16]([CH2:9][C:10]2[CH:15]=[CH:14][CH:13]=[CH:12][CH:11]=2)[CH2:21][CH2:20]1, predict the reactants needed to synthesize it. The reactants are: [NH2:1][C:2]1[CH:3]=[N:4][CH:5]=[CH:6][C:7]=1[NH2:8].[CH2:9]([N:16]1[CH2:21][CH2:20][C:19](=O)[CH2:18][CH2:17]1)[C:10]1[CH:15]=[CH:14][CH:13]=[CH:12][CH:11]=1.C(O)(=O)C. (3) Given the product [F:27][C:26]1[CH:25]=[CH:24][C:11]([CH2:12][C:13]2[C:22]3[C:17](=[CH:18][CH:19]=[CH:20][CH:21]=3)[C:16](=[O:23])[NH:15][N:14]=2)=[CH:10][C:9]=1[C:7]([N:4]1[CH2:5][CH2:6][C@@H:2]([NH:1][CH2:34][C:29]2[CH:30]=[CH:31][CH:32]=[CH:33][N:28]=2)[CH2:3]1)=[O:8], predict the reactants needed to synthesize it. The reactants are: [NH2:1][C@@H:2]1[CH2:6][CH2:5][N:4]([C:7]([C:9]2[CH:10]=[C:11]([CH:24]=[CH:25][C:26]=2[F:27])[CH2:12][C:13]2[C:22]3[C:17](=[CH:18][CH:19]=[CH:20][CH:21]=3)[C:16](=[O:23])[NH:15][N:14]=2)=[O:8])[CH2:3]1.[N:28]1[CH:33]=[CH:32][CH:31]=[CH:30][C:29]=1[CH:34]=O.C(O[BH-](OC(=O)C)OC(=O)C)(=O)C.[Na+]. (4) Given the product [CH2:1]([S:3]([C:6]1[CH:7]=[C:8]([C:12]2[CH:20]=[C:19]([CH2:21][NH:30][CH2:28][CH3:29])[CH:18]=[C:17]3[C:13]=2[C:14]2[CH:26]=[C:25]([CH3:27])[CH:24]=[N:23][C:15]=2[NH:16]3)[CH:9]=[CH:10][CH:11]=1)(=[O:5])=[O:4])[CH3:2], predict the reactants needed to synthesize it. The reactants are: [CH2:1]([S:3]([C:6]1[CH:7]=[C:8]([C:12]2[CH:20]=[C:19]([CH2:21]O)[CH:18]=[C:17]3[C:13]=2[C:14]2[CH:26]=[C:25]([CH3:27])[CH:24]=[N:23][C:15]=2[NH:16]3)[CH:9]=[CH:10][CH:11]=1)(=[O:5])=[O:4])[CH3:2].[CH2:28]([NH2:30])[CH3:29].C(S(C1C=C(C2C=C(CN(C)C)C=C3C=2C2C=C(C)C=NC=2N3)C=CC=1)(=O)=O)C.